From a dataset of Reaction yield outcomes from USPTO patents with 853,638 reactions. Predict the reaction yield, written as a fraction of the theoretical maximum amount of product (1.0 means a 100% yield; for example, 0.34 means a 34% yield). (1) The reactants are Br[C:2]1[CH:3]=[N:4][C:5]([N:8]2[CH2:13][CH2:12][CH:11]([N:14]3[CH2:18][CH2:17][C@H:16]([NH:19][C:20]4[CH:25]=[CH:24][C:23]([S:26]([CH3:29])(=[O:28])=[O:27])=[CH:22][C:21]=4[F:30])[C:15]3=[O:31])[CH2:10][CH2:9]2)=[N:6][CH:7]=1.CC1(C)C(C)(C)OB([C:40]2[CH:41]=[N:42][N:43](C(OC(C)(C)C)=O)[CH:44]=2)O1.C([O-])([O-])=O.[Na+].[Na+]. The catalyst is O1CCOCC1.C1C=CC([P]([Pd]([P](C2C=CC=CC=2)(C2C=CC=CC=2)C2C=CC=CC=2)([P](C2C=CC=CC=2)(C2C=CC=CC=2)C2C=CC=CC=2)[P](C2C=CC=CC=2)(C2C=CC=CC=2)C2C=CC=CC=2)(C2C=CC=CC=2)C2C=CC=CC=2)=CC=1. The product is [NH:42]1[CH:41]=[C:40]([C:2]2[CH:3]=[N:4][C:5]([N:8]3[CH2:13][CH2:12][CH:11]([N:14]4[CH2:18][CH2:17][C@H:16]([NH:19][C:20]5[CH:25]=[CH:24][C:23]([S:26]([CH3:29])(=[O:28])=[O:27])=[CH:22][C:21]=5[F:30])[C:15]4=[O:31])[CH2:10][CH2:9]3)=[N:6][CH:7]=2)[CH:44]=[N:43]1. The yield is 0.420. (2) The reactants are [NH2:1][CH2:2][C:3]1[CH:16]=[CH:15][C:14]2[O:13][C:12]3[C:7]4=[C:8]([C:17](=[O:20])[NH:18][N:19]=[C:6]4[C:5]=2[CH:4]=1)[CH:9]=[CH:10][CH:11]=3.[P:21](Cl)([O:26][CH2:27][CH3:28])([O:23][CH2:24][CH3:25])=[O:22]. The catalyst is CN(C=O)C. The product is [CH2:24]([O:23][P:21]([NH:1][CH2:2][C:3]1[CH:16]=[CH:15][C:14]2[O:13][C:12]3[C:7]4=[C:8]([C:17](=[O:20])[NH:18][N:19]=[C:6]4[C:5]=2[CH:4]=1)[CH:9]=[CH:10][CH:11]=3)(=[O:22])[O:26][CH2:27][CH3:28])[CH3:25]. The yield is 0.500. (3) The reactants are [H-].[Na+].[F:3][C:4]([F:36])([F:35])[O:5][C:6]1[CH:11]=[CH:10][C:9]([N:12]2[CH2:17][CH2:16][N:15]([C:18]([O:20][CH2:21][C:22]([OH:34])([CH3:33])[CH2:23][N:24]3[CH:28]=[C:27]([N+:29]([O-:31])=[O:30])[N:26]=[C:25]3Cl)=[O:19])[CH2:14][CH2:13]2)=[CH:8][CH:7]=1. The catalyst is CN(C=O)C. The product is [F:3][C:4]([F:36])([F:35])[O:5][C:6]1[CH:11]=[CH:10][C:9]([N:12]2[CH2:17][CH2:16][N:15]([C:18]([O:20][CH2:21][C:22]3([CH3:33])[O:34][C:25]4=[N:26][C:27]([N+:29]([O-:31])=[O:30])=[CH:28][N:24]4[CH2:23]3)=[O:19])[CH2:14][CH2:13]2)=[CH:8][CH:7]=1. The yield is 0.580.